From a dataset of M1 muscarinic receptor antagonist screen with 61,756 compounds. Binary Classification. Given a drug SMILES string, predict its activity (active/inactive) in a high-throughput screening assay against a specified biological target. (1) The drug is OCCNc1n2nc(cc2nc(c1)C)c1ccc(OC)cc1. The result is 0 (inactive). (2) The drug is Clc1ccc(N2C(N3C(CCC3)C2=O)c2c(F)cccc2)cc1. The result is 0 (inactive).